From a dataset of Full USPTO retrosynthesis dataset with 1.9M reactions from patents (1976-2016). Predict the reactants needed to synthesize the given product. (1) Given the product [NH:37]([C:57]([O:59][CH2:60][C:61]1[CH:62]=[CH:63][CH:64]=[CH:65][CH:66]=1)=[O:58])[C@H:38]([C:54]([NH:18][C@H:19]([C:24]([NH:26][C@H:27]([C:32]([O:34][CH3:35])=[O:33])[CH2:28][CH:29]([CH3:30])[CH3:31])=[O:25])[CH2:20][CH:21]([CH3:22])[CH3:23])=[O:55])[CH2:39][CH2:40][CH2:41][CH2:42][NH:43][C:44]([O:46][CH2:47][C:48]1[CH:49]=[CH:50][CH:51]=[CH:52][CH:53]=1)=[O:45], predict the reactants needed to synthesize it. The reactants are: CN1CCOCC1.C1C=CC2N(O)N=NC=2C=1.[NH2:18][C@H:19]([C:24]([NH:26][C@H:27]([C:32]([O:34][CH3:35])=[O:33])[CH2:28][CH:29]([CH3:31])[CH3:30])=[O:25])[CH2:20][CH:21]([CH3:23])[CH3:22].Cl.[NH:37]([C:57]([O:59][CH2:60][C:61]1[CH:66]=[CH:65][CH:64]=[CH:63][CH:62]=1)=[O:58])[C@H:38]([C:54](O)=[O:55])[CH2:39][CH2:40][CH2:41][CH2:42][NH:43][C:44]([O:46][CH2:47][C:48]1[CH:53]=[CH:52][CH:51]=[CH:50][CH:49]=1)=[O:45].C1CCC(N=C=NC2CCCCC2)CC1. (2) Given the product [CH3:11][O:12][C:13]1[CH:14]=[CH:15][C:16]([N:19]2[CH2:24][CH:23]3[CH2:25][CH2:26][CH:20]2[CH:21]([CH3:29])[C:22]3=[O:27])=[CH:17][CH:18]=1, predict the reactants needed to synthesize it. The reactants are: [Li+].C[Si]([N-][Si](C)(C)C)(C)C.[CH3:11][O:12][C:13]1[CH:18]=[CH:17][C:16]([N:19]2[CH2:24][CH:23]3[CH2:25][CH2:26][CH:20]2[CH2:21][C:22]3=[O:27])=[CH:15][CH:14]=1.I[CH3:29]. (3) Given the product [O:9]1[C:14]2[CH:15]=[CH:16][C:17]([NH:19][C:4]3[CH:3]=[C:2]([NH2:1])[CH:7]=[CH:6][N:5]=3)=[CH:18][C:13]=2[O:12][CH2:11][CH2:10]1, predict the reactants needed to synthesize it. The reactants are: [NH2:1][C:2]1[CH:7]=[CH:6][N:5]=[C:4](Cl)[CH:3]=1.[O:9]1[C:14]2[CH:15]=[CH:16][C:17]([NH2:19])=[CH:18][C:13]=2[O:12][CH2:11][CH2:10]1. (4) Given the product [CH2:20]([O:19][C:17](=[O:18])[CH2:42][NH:38][C:1](=[O:32])[NH:14][NH2:15])[CH3:21], predict the reactants needed to synthesize it. The reactants are: [C:1](=[N:14][NH2:15])(C1C=CC=CC=1)C1C=CC=CC=1.Cl[C:17]([O:19][CH2:20][C:21]1C=CC([N+]([O-])=O)=CC=1)=[O:18].CC[O:32]C(C)=O.CC[N:38]([CH:42](C)C)C(C)C. (5) Given the product [F:25][C:2]([F:1])([F:26])[CH2:3][N:4]1[C:8]([C:9]2[CH:10]=[C:11]3[N:17]([N:18]=2)[C:16]2[CH:19]=[C:20]([CH:23]=[O:24])[CH:21]=[CH:22][C:15]=2[O:14][CH2:13][CH2:12]3)=[N:7][CH:6]=[N:5]1, predict the reactants needed to synthesize it. The reactants are: [F:1][C:2]([F:26])([F:25])[CH2:3][N:4]1[C:8]([C:9]2[CH:10]=[C:11]3[N:17]([N:18]=2)[C:16]2[CH:19]=[C:20]([CH2:23][OH:24])[CH:21]=[CH:22][C:15]=2[O:14][CH2:13][CH2:12]3)=[N:7][CH:6]=[N:5]1.CC(OI1(OC(C)=O)(OC(C)=O)OC(=O)C2C=CC=CC1=2)=O. (6) Given the product [Na+:49].[F:1][C:2]1[CH:7]=[CH:6][C:5]([C:8]2[C:13](/[CH:14]=[CH:15]/[C@@H:16]([OH:21])[CH2:17][C@@H:18]([OH:19])[CH2:24][C:25]([O-:27])=[O:26])=[C:12]([CH:38]([CH3:40])[CH3:39])[N:11]=[C:10]([N:41]([CH3:46])[S:42]([CH3:45])(=[O:44])=[O:43])[N:9]=2)=[CH:4][CH:3]=1, predict the reactants needed to synthesize it. The reactants are: [F:1][C:2]1[CH:7]=[CH:6][C:5]([C:8]2[C:13](/[CH:14]=[CH:15]/[C@H:16]3[O:21]C(C)(C)[O:19][C@@H:18]([CH2:24][C:25]([O:27]C(C)(C)CC4C=CC=CC=4)=[O:26])[CH2:17]3)=[C:12]([CH:38]([CH3:40])[CH3:39])[N:11]=[C:10]([N:41]([CH3:46])[S:42]([CH3:45])(=[O:44])=[O:43])[N:9]=2)=[CH:4][CH:3]=1.Cl.[OH-].[Na+:49]. (7) Given the product [F:17][C:16]([F:19])([F:18])[C:12]1[CH:11]=[C:10]2[C:15]([C:2]3[C:3]([NH:4][C:5]([NH2:8])=[N:6][CH:7]=3)=[N:9]2)=[CH:14][CH:13]=1, predict the reactants needed to synthesize it. The reactants are: Br[C:2]1[C:3]([NH:9][C:10]2[CH:15]=[CH:14][CH:13]=[C:12]([C:16]([F:19])([F:18])[F:17])[CH:11]=2)=[N:4][C:5]([NH2:8])=[N:6][CH:7]=1.C1(P(C2C=CC=CC=2)C2C=CC=CC=2)C=CC=CC=1.